This data is from Peptide-MHC class I binding affinity with 185,985 pairs from IEDB/IMGT. The task is: Regression. Given a peptide amino acid sequence and an MHC pseudo amino acid sequence, predict their binding affinity value. This is MHC class I binding data. The peptide sequence is SEEVVENPTI. The MHC is HLA-B18:01 with pseudo-sequence HLA-B18:01. The binding affinity (normalized) is 0.00238.